Task: Predict the reactants needed to synthesize the given product.. Dataset: Full USPTO retrosynthesis dataset with 1.9M reactions from patents (1976-2016) (1) Given the product [CH2:11]=[CH:10][C:9]#[N:12].[CH2:1]=[CH:2][C:3]1[CH:8]=[CH:7][CH:6]=[CH:5][CH:4]=1, predict the reactants needed to synthesize it. The reactants are: [CH2:1]=[CH:2][C:3]1[CH:8]=[CH:7][CH:6]=[CH:5][CH:4]=1.[C:9](#[N:12])[CH:10]=[CH2:11].CC(C(C(C(S)(C)C)(C)C)(C)C)C.C(OOC(=O)C1C=CC=CC=1)(=O)C1C=CC=CC=1.CC(C(OOC(C)(C)C)=O)(C)C.C=CN1C(=O)CCC1. (2) The reactants are: [OH-].[In+3:2].[OH-].[OH-].[S:5](=[O:9])(=[O:8])([OH:7])[OH:6]. Given the product [S:5]([O-:9])([O-:8])(=[O:7])=[O:6].[In+3:2].[S:5]([O-:9])([O-:8])(=[O:7])=[O:6].[S:5]([O-:9])([O-:8])(=[O:7])=[O:6].[In+3:2], predict the reactants needed to synthesize it.